This data is from Full USPTO retrosynthesis dataset with 1.9M reactions from patents (1976-2016). The task is: Predict the reactants needed to synthesize the given product. (1) Given the product [CH3:1][C:2]([CH3:17])([CH3:16])[CH2:3][S:4]([CH2:7][C:8]1[CH:9]=[CH:10][C:11]([CH2:12][NH2:13])=[CH:14][CH:15]=1)(=[O:6])=[O:5], predict the reactants needed to synthesize it. The reactants are: [CH3:1][C:2]([CH3:17])([CH3:16])[CH2:3][S:4]([CH2:7][C:8]1[CH:15]=[CH:14][C:11]([C:12]#[N:13])=[CH:10][CH:9]=1)(=[O:6])=[O:5].[BH4-].[Na+]. (2) Given the product [ClH:1].[Cl:1][C:2]1[CH:3]=[C:4]([NH:8][C:9]2[N:14]=[C:13]([N:16]3[C:25]4[C:20](=[CH:21][CH:22]=[CH:23][CH:24]=4)[CH2:19][CH2:18][CH2:17]3)[CH:12]=[CH:11][N:10]=2)[CH:5]=[CH:6][CH:7]=1, predict the reactants needed to synthesize it. The reactants are: [Cl:1][C:2]1[CH:3]=[C:4]([NH:8][C:9]2[N:14]=[C:13](Cl)[CH:12]=[CH:11][N:10]=2)[CH:5]=[CH:6][CH:7]=1.[NH:16]1[C:25]2[CH:24]=[CH:23][CH:22]=[C:21](O)[C:20]=2[CH2:19][CH2:18][CH2:17]1. (3) Given the product [CH3:12][C:5]1[CH:4]=[CH:3][C:2]([NH:1][C:19]([C:21]2[C:30]3[C:25](=[CH:26][C:27]([O:31][C:32]4[CH:37]=[C:36]([CH2:38][O:39][CH3:40])[N:35]=[CH:34][N:33]=4)=[CH:28][CH:29]=3)[CH:24]=[CH:23][CH:22]=2)=[O:18])=[CH:7][C:6]=1[C:8]([F:9])([F:10])[F:11], predict the reactants needed to synthesize it. The reactants are: [NH2:1][C:2]1[CH:3]=[CH:4][C:5]([CH3:12])=[C:6]([C:8]([F:11])([F:10])[F:9])[CH:7]=1.C[Al](C)C.C[O:18][C:19]([C:21]1[C:30]2[C:25](=[CH:26][C:27]([O:31][C:32]3[CH:37]=[C:36]([CH2:38][O:39][CH3:40])[N:35]=[CH:34][N:33]=3)=[CH:28][CH:29]=2)[CH:24]=[CH:23][CH:22]=1)=O.[NH4+].[Cl-]. (4) The reactants are: [Br:1][C:2]1[C:12]2[CH2:11][CH2:10][NH:9][CH2:8][CH2:7][C:6]=2[CH:5]=[C:4]2[N:13]=[C:14]([CH3:16])[O:15][C:3]=12.[Cl:17][CH2:18][CH2:19][CH2:20][S:21][C:22]1[N:23]([CH3:38])[C:24]([C:27]2[CH:36]=[CH:35][CH:34]=[C:33]3[C:28]=2[CH:29]=[CH:30][C:31]([CH3:37])=[N:32]3)=[N:25][N:26]=1. Given the product [ClH:17].[Br:1][C:2]1[C:12]2[CH2:11][CH2:10][N:9]([CH2:18][CH2:19][CH2:20][S:21][C:22]3[N:23]([CH3:38])[C:24]([C:27]4[CH:36]=[CH:35][CH:34]=[C:33]5[C:28]=4[CH:29]=[CH:30][C:31]([CH3:37])=[N:32]5)=[N:25][N:26]=3)[CH2:8][CH2:7][C:6]=2[CH:5]=[C:4]2[N:13]=[C:14]([CH3:16])[O:15][C:3]=12, predict the reactants needed to synthesize it. (5) Given the product [C:15]1([C:25]2[CH:30]=[CH:29][CH:28]=[CH:27][CH:26]=2)[CH:20]=[CH:19][C:18]([C:21]2[N:7]([C:8]3[CH:13]=[CH:12][CH:11]=[CH:10][C:9]=3[F:14])[C:3]([CH:4]([CH3:6])[CH3:5])=[N:24][N:23]=2)=[CH:17][CH:16]=1, predict the reactants needed to synthesize it. The reactants are: CS[C:3](=[N:7][C:8]1[CH:13]=[CH:12][CH:11]=[CH:10][C:9]=1[F:14])[CH:4]([CH3:6])[CH3:5].[C:15]1([C:25]2[CH:30]=[CH:29][CH:28]=[CH:27][CH:26]=2)[CH:20]=[CH:19][C:18]([C:21]([NH:23][NH2:24])=O)=[CH:17][CH:16]=1.C1(C)C=CC(S(O)(=O)=O)=CC=1. (6) Given the product [CH:1]1[C:10]2[CH2:9][CH2:8][CH2:7][CH2:6][C:5]=2[CH:4]=[CH:3][C:2]=1[O:11][CH2:12][CH2:13][O:14][C:15]1[CH:30]=[CH:29][C:18]([CH2:19][CH:20]([C:25]([OH:27])=[O:26])[C:21]([OH:23])=[O:22])=[CH:17][CH:16]=1, predict the reactants needed to synthesize it. The reactants are: [CH:1]1[C:10]2[CH2:9][CH2:8][CH2:7][CH2:6][C:5]=2[CH:4]=[CH:3][C:2]=1[O:11][CH2:12][CH2:13][O:14][C:15]1[CH:30]=[CH:29][C:18]([CH2:19][CH:20]([C:25]([O:27]C)=[O:26])[C:21]([O:23]C)=[O:22])=[CH:17][CH:16]=1.[OH-].[Na+]. (7) The reactants are: Cl[C:2]1[N:7]=[CH:6][N:5]=[C:4]([NH:8][C:9]2[CH:14]=[CH:13][C:12]([N:15]3[CH2:20][CH2:19][N:18]([CH:21]4[CH2:24][O:23][CH2:22]4)[CH2:17][CH2:16]3)=[C:11]([O:25][CH3:26])[CH:10]=2)[N:3]=1.[O:27]=[S:28]1(=[O:52])[CH2:33][CH2:32][CH:31]([O:34][C:35]2[CH:42]=[CH:41][C:40](B3OC(C)(C)C(C)(C)O3)=[CH:39][C:36]=2[C:37]#[N:38])[CH2:30][CH2:29]1.C(=O)([O-])[O-].[Na+].[Na+]. Given the product [O:27]=[S:28]1(=[O:52])[CH2:29][CH2:30][CH:31]([O:34][C:35]2[CH:42]=[CH:41][C:40]([C:2]3[N:3]=[C:4]([NH:8][C:9]4[CH:14]=[CH:13][C:12]([N:15]5[CH2:20][CH2:19][N:18]([CH:21]6[CH2:24][O:23][CH2:22]6)[CH2:17][CH2:16]5)=[C:11]([O:25][CH3:26])[CH:10]=4)[N:5]=[CH:6][N:7]=3)=[CH:39][C:36]=2[C:37]#[N:38])[CH2:32][CH2:33]1, predict the reactants needed to synthesize it. (8) Given the product [Br:1][C:2]1[CH:3]=[C:4]([NH2:16])[C:5]([C:8]2[CH:9]=[CH:10][C:11]([O:14][CH3:15])=[CH:12][CH:13]=2)=[N:6][CH:7]=1, predict the reactants needed to synthesize it. The reactants are: [Br:1][C:2]1[CH:3]=[C:4]([N+:16]([O-])=O)[C:5]([C:8]2[CH:13]=[CH:12][C:11]([O:14][CH3:15])=[CH:10][CH:9]=2)=[N:6][CH:7]=1.O.O.[Sn](Cl)Cl. (9) Given the product [CH2:1]([S:8][C:9]1[N:14]=[CH:13][C:12]([NH:15][C:24](=[O:26])[CH3:25])=[CH:11][C:10]=1[Cl:16])[C:2]1[CH:3]=[CH:4][CH:5]=[CH:6][CH:7]=1, predict the reactants needed to synthesize it. The reactants are: [CH2:1]([S:8][C:9]1[N:14]=[CH:13][C:12]([NH2:15])=[CH:11][C:10]=1[Cl:16])[C:2]1[CH:7]=[CH:6][CH:5]=[CH:4][CH:3]=1.C(N(CC)CC)C.[C:24](OC(=O)C)(=[O:26])[CH3:25]. (10) Given the product [F:1][C:2]1[CH:3]=[C:4]([CH:5]=[CH:6][C:7]=1[F:8])[O:9][C:18]1[C:11]([F:10])=[CH:12][C:13]([CH:14]=[O:15])=[CH:16][C:17]=1[F:20], predict the reactants needed to synthesize it. The reactants are: [F:1][C:2]1[CH:3]=[C:4]([OH:9])[CH:5]=[CH:6][C:7]=1[F:8].[F:10][C:11]1[CH:12]=[C:13]([CH:16]=[C:17]([F:20])[C:18]=1F)[CH:14]=[O:15].